This data is from Full USPTO retrosynthesis dataset with 1.9M reactions from patents (1976-2016). The task is: Predict the reactants needed to synthesize the given product. (1) Given the product [Si:1]([O:18][C@H:19]([CH3:39])[CH2:20][CH2:21][CH2:22][CH2:23][O:24][C:25]1([CH3:38])[CH2:26][CH2:27][NH:28][CH2:29][CH2:30]1)([C:14]([CH3:17])([CH3:15])[CH3:16])([C:2]1[CH:7]=[CH:6][CH:5]=[CH:4][CH:3]=1)[C:8]1[CH:9]=[CH:10][CH:11]=[CH:12][CH:13]=1, predict the reactants needed to synthesize it. The reactants are: [Si:1]([O:18][C@H:19]([CH3:39])[CH2:20][CH2:21][CH2:22][CH2:23][O:24][C:25]1([CH3:38])[CH2:30][CH2:29][N:28](C(OC(C)(C)C)=O)[CH2:27][CH2:26]1)([C:14]([CH3:17])([CH3:16])[CH3:15])([C:8]1[CH:13]=[CH:12][CH:11]=[CH:10][CH:9]=1)[C:2]1[CH:7]=[CH:6][CH:5]=[CH:4][CH:3]=1.Cl. (2) Given the product [C:1]([O:5][C:6]([N:8]1[CH2:11][CH:10]([NH2:12])[CH2:9]1)=[O:7])([CH3:4])([CH3:2])[CH3:3], predict the reactants needed to synthesize it. The reactants are: [C:1]([O:5][C:6]([N:8]1[CH2:11][CH:10]([N:12]=[N+]=[N-])[CH2:9]1)=[O:7])([CH3:4])([CH3:3])[CH3:2]. (3) Given the product [CH3:2][O:3][C:4]1[CH:5]=[C:6]2[C:11](=[CH:12][CH:13]=1)[C:10]([O:14][C:15]1[CH:20]=[CH:19][C:18]([I:32])=[CH:17][CH:16]=1)=[C:9]([C:22]1[CH:27]=[CH:26][C:25]([S:28]([CH3:31])(=[O:30])=[O:29])=[CH:24][CH:23]=1)[CH:8]=[CH:7]2, predict the reactants needed to synthesize it. The reactants are: Cl.[CH3:2][O:3][C:4]1[CH:5]=[C:6]2[C:11](=[CH:12][CH:13]=1)[C:10]([O:14][C:15]1[CH:20]=[CH:19][C:18](N)=[CH:17][CH:16]=1)=[C:9]([C:22]1[CH:27]=[CH:26][C:25]([S:28]([CH3:31])(=[O:30])=[O:29])=[CH:24][CH:23]=1)[CH:8]=[CH:7]2.[I:32]I.C(ON=O)CC(C)C.S([O-])([O-])(=O)=S.[Na+].[Na+]. (4) Given the product [C:21]([O:20][C:18]([N:15]1[CH2:16][CH2:17][CH:12]([C:10]2[CH:9]=[CH:8][CH:7]=[C:6]([C:4]([OH:5])=[O:3])[N:11]=2)[CH2:13][CH2:14]1)=[O:19])([CH3:24])([CH3:22])[CH3:23], predict the reactants needed to synthesize it. The reactants are: C([O:3][C:4]([C:6]1[N:11]=[C:10]([CH:12]2[CH2:17][CH2:16][N:15]([C:18]([O:20][C:21]([CH3:24])([CH3:23])[CH3:22])=[O:19])[CH2:14][CH2:13]2)[CH:9]=[CH:8][CH:7]=1)=[O:5])C.[OH-].[Na+]. (5) Given the product [Cl:20][C:21]1[N:26]=[CH:25][N:24]=[C:23]([NH:1][C:2]2[CH:3]=[CH:4][C:5]([N:8]3[CH2:9][C:10]([CH3:13])([OH:12])[CH2:11]3)=[CH:6][CH:7]=2)[N:22]=1, predict the reactants needed to synthesize it. The reactants are: [NH2:1][C:2]1[CH:7]=[CH:6][C:5]([N:8]2[CH2:11][C:10]([CH3:13])([OH:12])[CH2:9]2)=[CH:4][CH:3]=1.C(=O)([O-])[O-].[K+].[K+].[Cl:20][C:21]1[N:26]=[C:25](Cl)[N:24]=[CH:23][N:22]=1.N1C=CC=NN=1. (6) Given the product [O:1]1[C:6]2[CH:7]=[CH:8][C:9]([C:11]3[C:16]([F:17])=[CH:15][CH:14]=[C:13]([C:18]([F:19])([F:20])[F:21])[C:12]=3[CH:22]([OH:27])[C:23]([O:25][CH3:26])=[O:24])=[CH:10][C:5]=2[CH2:4][CH2:3][CH2:2]1, predict the reactants needed to synthesize it. The reactants are: [O:1]1[C:6]2[CH:7]=[CH:8][C:9]([C:11]3[C:16]([F:17])=[CH:15][CH:14]=[C:13]([C:18]([F:21])([F:20])[F:19])[C:12]=3[C:22](=[O:27])[C:23]([O:25][CH3:26])=[O:24])=[CH:10][C:5]=2[CH2:4][CH2:3][CH2:2]1.[BH4-].[Na+].O. (7) Given the product [CH:2]([C:6]1[CH:7]=[CH:8][C:9]([CH2:10][NH:11][C:28](=[O:29])[CH2:27][CH2:26][C:18]2[CH:19]=[CH:20][C:21]([O:22][CH2:23][C:24]#[CH:25])=[C:16]([O:15][CH3:14])[CH:17]=2)=[CH:12][CH:13]=1)=[O:3], predict the reactants needed to synthesize it. The reactants are: O1CC[O:3][CH:2]1[C:6]1[CH:13]=[CH:12][C:9]([CH2:10][NH2:11])=[CH:8][CH:7]=1.[CH3:14][O:15][C:16]1[CH:17]=[C:18]([CH2:26][CH2:27][C:28](O)=[O:29])[CH:19]=[CH:20][C:21]=1[O:22][CH2:23][C:24]#[CH:25]. (8) The reactants are: [CH3:1][O:2][C:3](=[O:17])[CH2:4][C:5]1[CH:14]=[C:13]([OH:15])[C:12]2[C:7](=[CH:8][CH:9]=[C:10]([F:16])[CH:11]=2)[CH:6]=1.[C:18]([O:22][C:23]([N:25]1[CH2:30][CH2:29][CH:28](O)[CH2:27][CH2:26]1)=[O:24])([CH3:21])([CH3:20])[CH3:19].C1(P(C2C=CC=CC=2)C2C=CC=CC=2)C=CC=CC=1.N(C(OCC)=O)=NC(OCC)=O. Given the product [C:18]([O:22][C:23]([N:25]1[CH2:30][CH2:29][CH:28]([O:15][C:13]2[C:12]3[C:7](=[CH:8][CH:9]=[C:10]([F:16])[CH:11]=3)[CH:6]=[C:5]([CH2:4][C:3]([O:2][CH3:1])=[O:17])[CH:14]=2)[CH2:27][CH2:26]1)=[O:24])([CH3:21])([CH3:19])[CH3:20], predict the reactants needed to synthesize it.